This data is from Forward reaction prediction with 1.9M reactions from USPTO patents (1976-2016). The task is: Predict the product of the given reaction. (1) Given the reactants Br[CH2:2][C:3]1[CH:8]=[CH:7][C:6]([C:9]23[CH2:18][CH:13]4[CH2:14][CH:15]([CH2:17][CH:11]([CH2:12]4)[CH2:10]2)[CH2:16]3)=[CH:5][CH:4]=1.C([O-])([O-])=[O:20].[Na+].[Na+].O1CCOCC1.O.Cl, predict the reaction product. The product is: [C:9]12([C:6]3[CH:5]=[CH:4][C:3]([CH2:2][OH:20])=[CH:8][CH:7]=3)[CH2:10][CH:11]3[CH2:12][CH:13]([CH2:14][CH:15]([CH2:17]3)[CH2:16]1)[CH2:18]2. (2) Given the reactants Cl.[NH2:2][CH2:3][CH:4]1[CH:13]([C:14]#[N:15])[N:7]2[CH:8]=[CH:9][C:10]([Cl:12])=[CH:11][C:6]2=[N:5]1.CCN(C(C)C)C(C)C.Cl[C:26]1[C:27]2[C:28](=[N:32][N:33]([CH2:35][C:36]3[CH:41]=[CH:40][C:39]([CH2:42][N:43]4[CH:48]=[CH:47][CH:46]=[CH:45][C:44]4=[O:49])=[CH:38][CH:37]=3)[CH:34]=2)[N:29]=[CH:30][N:31]=1, predict the reaction product. The product is: [Cl:12][C:10]1[CH:9]=[CH:8][N:7]2[C:13]([C:14]#[N:15])=[C:4]([CH2:3][NH:2][C:26]3[C:27]4[C:28](=[N:32][N:33]([CH2:35][C:36]5[CH:37]=[CH:38][C:39]([CH2:42][N:43]6[CH:48]=[CH:47][CH:46]=[CH:45][C:44]6=[O:49])=[CH:40][CH:41]=5)[CH:34]=4)[N:29]=[CH:30][N:31]=3)[N:5]=[C:6]2[CH:11]=1. (3) The product is: [C:2]([C:3]1[C:4]([CH3:5])=[C:18]([C:19]#[N:20])[S:15][C:14]=1[S:16][CH3:8])(=[O:7])[CH3:1]. Given the reactants [CH3:1][C:2](=[O:7])[CH2:3][C:4](=O)[CH3:5].[C:8]([O-])([O-])=O.[K+].[K+].[C:14](=[S:16])=[S:15].Cl[CH2:18][C:19]#[N:20].CI, predict the reaction product. (4) Given the reactants Cl[C:2]1[CH:10]=[CH:9][C:8]([N+:11]([O-:13])=[O:12])=[CH:7][C:3]=1[C:4]([OH:6])=[O:5].[CH3:14][NH:15][CH3:16], predict the reaction product. The product is: [CH3:14][N:15]([CH3:16])[C:2]1[CH:10]=[CH:9][C:8]([N+:11]([O-:13])=[O:12])=[CH:7][C:3]=1[C:4]([OH:6])=[O:5].